This data is from Reaction yield outcomes from USPTO patents with 853,638 reactions. The task is: Predict the reaction yield, written as a fraction of the theoretical maximum amount of product (1.0 means a 100% yield; for example, 0.34 means a 34% yield). The reactants are [C:1]([C:5]1[CH:10]=[C:9]([Cl:11])[N:8]=[CH:7][C:6]=1[NH:12]C(=O)OC(C)(C)C)#[C:2][CH2:3][CH3:4].CCCC[N+](CCCC)(CCCC)CCCC.[F-]. The catalyst is C1COCC1. The product is [CH2:3]([C:2]1[NH:12][C:6]2=[CH:7][N:8]=[C:9]([Cl:11])[CH:10]=[C:5]2[CH:1]=1)[CH3:4]. The yield is 0.890.